From a dataset of Full USPTO retrosynthesis dataset with 1.9M reactions from patents (1976-2016). Predict the reactants needed to synthesize the given product. (1) The reactants are: [Cl:1][S:2]([OH:5])(=O)=[O:3].[CH3:6][C:7]1[C:15]2[C:10](=[CH:11][CH:12]=[CH:13][CH:14]=2)[N:9](C(=O)C)[N:8]=1. Given the product [CH3:6][C:7]1[C:15]2[C:10](=[CH:11][CH:12]=[C:13]([S:2]([Cl:1])(=[O:5])=[O:3])[CH:14]=2)[NH:9][N:8]=1, predict the reactants needed to synthesize it. (2) Given the product [OH:9][C@@H:10]([C@@H:12]1[C@@H:15]([C@@H:16]([CH3:35])[C:17]([C:19]2[S:23][C:22]3=[C:24]([C:27]([C:29]4[CH:30]=[N:31][CH:32]=[CH:33][CH:34]=4)=[O:28])[N:25]=[CH:26][N:21]3[CH:20]=2)=[O:18])[N:14]([C:36]([C:56]([O:58][CH2:59][C:60]2[CH:61]=[CH:62][C:63]([N+:66]([O-:68])=[O:67])=[CH:64][CH:65]=2)=[O:57])=[P:37]([C:38]2[CH:39]=[CH:40][CH:41]=[CH:42][CH:43]=2)([C:44]2[CH:49]=[CH:48][CH:47]=[CH:46][CH:45]=2)[C:50]2[CH:55]=[CH:54][CH:53]=[CH:52][CH:51]=2)[C:13]1=[O:69])[CH3:11], predict the reactants needed to synthesize it. The reactants are: Cl.[Si]([O:9][C@@H:10]([C@@H:12]1[C@@H:15]([C@@H:16]([CH3:35])[C:17]([C:19]2[S:23][C:22]3=[C:24]([C:27]([C:29]4[CH:30]=[N:31][CH:32]=[CH:33][CH:34]=4)=[O:28])[N:25]=[CH:26][N:21]3[CH:20]=2)=[O:18])[N:14]([C:36]([C:56]([O:58][CH2:59][C:60]2[CH:65]=[CH:64][C:63]([N+:66]([O-:68])=[O:67])=[CH:62][CH:61]=2)=[O:57])=[P:37]([C:50]2[CH:55]=[CH:54][CH:53]=[CH:52][CH:51]=2)([C:44]2[CH:49]=[CH:48][CH:47]=[CH:46][CH:45]=2)[C:38]2[CH:43]=[CH:42][CH:41]=[CH:40][CH:39]=2)[C:13]1=[O:69])[CH3:11])(C(C)(C)C)(C)C.C(=O)(O)[O-].[Na+]. (3) Given the product [Si:1]([O:8][CH2:9][C@H:10]1[CH2:19][C:18]2[C:13](=[CH:14][CH:15]=[CH:16][C:17]=2[CH2:20][CH:21]([OH:22])[CH3:35])[C@H:12]([CH3:23])[N:11]1[C:24](=[O:34])[CH2:25][C:26]1[C:31]([Cl:32])=[CH:30][CH:29]=[CH:28][C:27]=1[Cl:33])([C:4]([CH3:7])([CH3:5])[CH3:6])([CH3:3])[CH3:2], predict the reactants needed to synthesize it. The reactants are: [Si:1]([O:8][CH2:9][C@H:10]1[CH2:19][C:18]2[C:13](=[CH:14][CH:15]=[CH:16][C:17]=2[CH2:20][CH:21]=[O:22])[C@H:12]([CH3:23])[N:11]1[C:24](=[O:34])[CH2:25][C:26]1[C:31]([Cl:32])=[CH:30][CH:29]=[CH:28][C:27]=1[Cl:33])([C:4]([CH3:7])([CH3:6])[CH3:5])([CH3:3])[CH3:2].[CH3:35][Mg]Cl. (4) Given the product [Cl:39][C:40]1[CH:41]=[C:42]2[C:46](=[CH:47][CH:48]=1)[N:45]([C:2]1[N:3]=[C:4]3[C:10]([C:11]([NH:13][C:14]([CH3:18])([CH3:17])[CH2:15][OH:16])=[O:12])=[CH:9][N:8]([CH2:19][O:20][CH2:21][CH2:22][Si:23]([CH3:26])([CH3:25])[CH3:24])[C:5]3=[N:6][CH:7]=1)[N:44]=[C:43]2[CH3:49], predict the reactants needed to synthesize it. The reactants are: Br[C:2]1[N:3]=[C:4]2[C:10]([C:11]([NH:13][C:14]([CH3:18])([CH3:17])[CH2:15][OH:16])=[O:12])=[CH:9][N:8]([CH2:19][O:20][CH2:21][CH2:22][Si:23]([CH3:26])([CH3:25])[CH3:24])[C:5]2=[N:6][CH:7]=1.[I-].[Na+].CN[C@@H]1CCCC[C@H]1NC.[Cl:39][C:40]1[CH:41]=[C:42]2[C:46](=[CH:47][CH:48]=1)[NH:45][N:44]=[C:43]2[CH3:49].[O-]P([O-])([O-])=O.[K+].[K+].[K+]. (5) Given the product [CH2:9]([O:7][C:6]([CH:4]1[CH2:5][C:2](=[O:1])[CH2:3]1)=[O:8])[CH3:10], predict the reactants needed to synthesize it. The reactants are: [O:1]=[C:2]1[CH2:5][CH:4]([C:6]([OH:8])=[O:7])[CH2:3]1.[CH2:9](C(CC)(CC)C([O-])([O-])[O-])[CH3:10].